From a dataset of Full USPTO retrosynthesis dataset with 1.9M reactions from patents (1976-2016). Predict the reactants needed to synthesize the given product. (1) Given the product [CH:1]([O:4][C:5]1[C:14]2[C:9](=[CH:10][C:11]([C:15]([N:25]3[CH2:29][CH2:28][CH2:27][CH2:26]3)=[O:16])=[CH:12][CH:13]=2)[CH:8]=[C:7]([NH:18][C:19]2[CH:23]=[C:22]([CH3:24])[NH:21][N:20]=2)[N:6]=1)([CH3:3])[CH3:2], predict the reactants needed to synthesize it. The reactants are: [CH:1]([O:4][C:5]1[C:14]2[C:9](=[CH:10][C:11]([C:15](O)=[O:16])=[CH:12][CH:13]=2)[CH:8]=[C:7]([NH:18][C:19]2[CH:23]=[C:22]([CH3:24])[NH:21][N:20]=2)[N:6]=1)([CH3:3])[CH3:2].[NH:25]1[CH2:29][CH2:28][CH2:27][CH2:26]1. (2) The reactants are: [NH2:1][C:2]1([C:12]([NH2:14])=[O:13])[CH2:7][C:6]([CH3:9])([CH3:8])[NH:5][C:4]([CH3:11])([CH3:10])[CH2:3]1.[CH3:15][C:16]([CH3:18])=O.COC(OC)(C)C. Given the product [CH3:15][C:16]1([CH3:18])[NH:14][C:12](=[O:13])[C:2]2([CH2:3][C:4]([CH3:10])([CH3:11])[NH:5][C:6]([CH3:8])([CH3:9])[CH2:7]2)[NH:1]1, predict the reactants needed to synthesize it. (3) Given the product [CH2:3]=[CH:2][CH2:1][N:13]1[C@@H:23]2[CH2:24][C:25]3[CH:30]=[CH:29][C:28]([OH:31])=[C:27]4[O:32][C@H:17]5[C:18]([CH2:20][CH2:21][C@:22]2([OH:33])[C@:16]5([C:26]=34)[CH2:15][CH2:14]1)=[O:19], predict the reactants needed to synthesize it. The reactants are: [CH2:1](Br)[CH:2]=[CH2:3].CCN(CC)CC.C[N:13]1[C@@H:23]2[CH2:24][C:25]3[CH:30]=[CH:29][C:28]([OH:31])=[C:27]4[O:32][C@H:17]5[C:18]([CH:20]=[CH:21][C@:22]2([OH:33])[C@:16]5([C:26]=34)[CH2:15][CH2:14]1)=[O:19]. (4) Given the product [N:22]1([C:19]2[CH:18]=[CH:17][C:16]([C:14]3[N:15]=[C:10]([O:9][C@@H:7]([C@H:4]4[CH2:5][NH:6][C:2](=[O:1])[CH2:3]4)[CH3:8])[C:11]4[N:12]([N:35]=[CH:36][CH:37]=4)[CH:13]=3)=[CH:21][CH:20]=2)[CH2:23][CH2:24][NH:25][CH2:26][CH2:27]1.[F:41][C:40]([F:43])([F:42])[C:38]([OH:44])=[O:39], predict the reactants needed to synthesize it. The reactants are: [O:1]=[C:2]1[NH:6][CH2:5][C@H:4]([C@H:7]([O:9][C:10]2[C:11]3[N:12]([N:35]=[CH:36][CH:37]=3)[CH:13]=[C:14]([C:16]3[CH:21]=[CH:20][C:19]([N:22]4[CH2:27][CH2:26][N:25](C(OC(C)(C)C)=O)[CH2:24][CH2:23]4)=[CH:18][CH:17]=3)[N:15]=2)[CH3:8])[CH2:3]1.[C:38]([OH:44])([C:40]([F:43])([F:42])[F:41])=[O:39]. (5) Given the product [CH2:10]([O:9][C:7](=[O:8])[CH:6]([NH:4][CH:1]1[CH2:3][CH2:2]1)[C:12]([O:14][CH2:15][CH3:16])=[O:13])[CH3:11], predict the reactants needed to synthesize it. The reactants are: [CH:1]1([NH2:4])[CH2:3][CH2:2]1.Br[CH:6]([C:12]([O:14][CH2:15][CH3:16])=[O:13])[C:7]([O:9][CH2:10][CH3:11])=[O:8]. (6) The reactants are: [C:1](Cl)(=O)C.[CH3:5][O:6][C:7](=[O:33])/[CH:8]=[CH:9]/[C:10]1[CH:11]=[C:12]2[C:29](=[CH:30][CH:31]=1)[O:28][C:15]1([CH2:20][CH2:19][CH2:18][N:17]([C:21]([O:23]C(C)(C)C)=O)[CH2:16]1)[CH2:14][C:13]2=[O:32]. Given the product [CH3:5][O:6][C:7](=[O:33])/[CH:8]=[CH:9]/[C:10]1[CH:11]=[C:12]2[C:29](=[CH:30][CH:31]=1)[O:28][C:15]1([CH2:20][CH2:19][CH2:18][N:17]([C:21](=[O:23])[CH3:1])[CH2:16]1)[CH2:14][C:13]2=[O:32], predict the reactants needed to synthesize it. (7) Given the product [Cl:24][C:25]1[CH:33]=[CH:32][CH:31]=[CH:30][C:26]=1[C:27]([NH:9][C@H:10]1[C:18]2[C:13](=[CH:14][C:15]([F:23])=[C:16]([C:19]([O:21][CH3:22])=[O:20])[CH:17]=2)[CH2:12][CH2:11]1)=[O:28], predict the reactants needed to synthesize it. The reactants are: C(N(CC)CC)C.Cl.[NH2:9][C@H:10]1[C:18]2[C:13](=[CH:14][C:15]([F:23])=[C:16]([C:19]([O:21][CH3:22])=[O:20])[CH:17]=2)[CH2:12][CH2:11]1.[Cl:24][C:25]1[CH:33]=[CH:32][CH:31]=[CH:30][C:26]=1[C:27](Cl)=[O:28]. (8) The reactants are: [CH:1]([CH:3]1[CH2:8][CH2:7][N:6]([CH2:9][C:10]2[CH:22]=[CH:21][C:13]([C:14]([O:16]C(C)(C)C)=[O:15])=[CH:12][CH:11]=2)[CH2:5][CH2:4]1)=O.[Br:23][C:24]1[CH:29]=[CH:28][C:27]([C@@H:30]2[CH2:32][C@H:31]2[NH2:33])=[CH:26][CH:25]=1.[B-]C#N.[Na+].O. Given the product [Br:23][C:24]1[CH:25]=[CH:26][C:27]([C@@H:30]2[CH2:32][C@H:31]2[NH:33][CH2:1][CH:3]2[CH2:4][CH2:5][N:6]([CH2:9][C:10]3[CH:11]=[CH:12][C:13]([C:14]([OH:16])=[O:15])=[CH:21][CH:22]=3)[CH2:7][CH2:8]2)=[CH:28][CH:29]=1, predict the reactants needed to synthesize it.